Dataset: Reaction yield outcomes from USPTO patents with 853,638 reactions. Task: Predict the reaction yield, written as a fraction of the theoretical maximum amount of product (1.0 means a 100% yield; for example, 0.34 means a 34% yield). (1) The reactants are [OH:1][C:2]1[CH:9]=[CH:8][C:5]([CH:6]=[O:7])=[CH:4][CH:3]=1.[H-].[Na+].Br[CH2:13][CH:14]([C:16]1[CH:21]=[CH:20][C:19]([CH2:22][CH3:23])=[CH:18][N:17]=1)[OH:15].O. The catalyst is CN(C)C=O. The product is [CH2:22]([C:19]1[CH:20]=[CH:21][C:16]([CH:14]([OH:15])[CH2:13][O:1][C:2]2[CH:9]=[CH:8][C:5]([CH:6]=[O:7])=[CH:4][CH:3]=2)=[N:17][CH:18]=1)[CH3:23]. The yield is 0.690. (2) The reactants are C([Si](C)(C)[O:6][C@H:7]([CH3:35])[C@@H:8]([NH:22][C:23]1[CH:30]=[CH:29][C:26]([C:27]#[N:28])=[C:25]([C:31]([F:34])([F:33])[F:32])[CH:24]=1)[C:9]1[O:10][C:11]([C:14]2[CH:19]=[CH:18][C:17]([C:20]#[N:21])=[CH:16][CH:15]=2)=[N:12][N:13]=1)(C)(C)C.CCCC[N+](CCCC)(CCCC)CCCC.[F-]. The catalyst is C1COCC1. The product is [C:20]([C:17]1[CH:16]=[CH:15][C:14]([C:11]2[O:10][C:9]([C@H:8]([NH:22][C:23]3[CH:30]=[CH:29][C:26]([C:27]#[N:28])=[C:25]([C:31]([F:32])([F:34])[F:33])[CH:24]=3)[C@H:7]([OH:6])[CH3:35])=[N:13][N:12]=2)=[CH:19][CH:18]=1)#[N:21]. The yield is 0.980. (3) The reactants are [F:1][C:2]1[C:22]([F:23])=[CH:21][C:5]2[N:6]([CH2:9][C:10]3[CH:20]=[CH:19][C:13]4[N:14]=[C:15]([S:17][CH3:18])[S:16][C:12]=4[CH:11]=3)[CH:7]=[N:8][C:4]=2[CH:3]=1.ClC1C=CC=C(C(OO)=[O:32])C=1. The catalyst is C(Cl)Cl.CCOC(C)=O. The product is [F:1][C:2]1[C:22]([F:23])=[CH:21][C:5]2[N:6]([CH2:9][C:10]3[CH:20]=[CH:19][C:13]4[N:14]=[C:15]([S:17]([CH3:18])=[O:32])[S:16][C:12]=4[CH:11]=3)[CH:7]=[N:8][C:4]=2[CH:3]=1. The yield is 0.880. (4) The reactants are [Br:1][C:2]1[C:3](=[O:21])[NH:4][C:5](=[O:20])[N:6]([CH2:8][C:9]2[C:14]([C:15]([F:18])([F:17])[F:16])=[CH:13][CH:12]=[CH:11][C:10]=2[F:19])[CH:7]=1.[C:35]1(P([C:35]2[CH:40]=[CH:39][CH:38]=[CH:37][CH:36]=2)[C:35]2[CH:40]=[CH:39][CH:38]=[CH:37][CH:36]=2)[CH:40]=[CH:39][CH:38]=[CH:37][CH:36]=1.CC(OC(/[N:48]=N/C(OC(C)(C)C)=O)=O)(C)C.Cl.[CH2:58]1[CH2:62]OCC1. No catalyst specified. The product is [NH2:48][C@H:62]([C:35]1[CH:36]=[CH:37][CH:38]=[CH:39][CH:40]=1)[CH2:58][N:4]1[C:3](=[O:21])[C:2]([Br:1])=[CH:7][N:6]([CH2:8][C:9]2[C:14]([C:15]([F:18])([F:17])[F:16])=[CH:13][CH:12]=[CH:11][C:10]=2[F:19])[C:5]1=[O:20]. The yield is 0.980. (5) The reactants are Br.[CH2:2]([C:4]1[N:5]=[C:6]([C@@H:9]([NH2:20])[CH2:10][C:11]2[CH:16]=[CH:15][C:14]([N+:17]([O-:19])=[O:18])=[CH:13][CH:12]=2)[S:7][CH:8]=1)[CH3:3].[CH2:21]([CH:28]([C:32]([O:34][CH2:35][CH3:36])=[O:33])[C:29](O)=[O:30])[C:22]1[CH:27]=[CH:26][CH:25]=[CH:24][CH:23]=1.ON1C2C=CC=CC=2N=N1.CN(C)CCCN=C=NCC.C(N(C(C)C)CC)(C)C. The catalyst is CN(C=O)C.O. The product is [CH2:35]([O:34][C:32](=[O:33])[CH:28]([CH2:21][C:22]1[CH:27]=[CH:26][CH:25]=[CH:24][CH:23]=1)[C:29]([NH:20][C@H:9]([C:6]1[S:7][CH:8]=[C:4]([CH2:2][CH3:3])[N:5]=1)[CH2:10][C:11]1[CH:16]=[CH:15][C:14]([N+:17]([O-:19])=[O:18])=[CH:13][CH:12]=1)=[O:30])[CH3:36]. The yield is 0.310. (6) No catalyst specified. The yield is 0.870. The reactants are [OH:1][C:2]1[C:3]([CH3:11])=[C:4]([CH:8]=[CH:9][CH:10]=1)[C:5]([OH:7])=[O:6].OS(O)(=O)=O.[CH3:17]O. The product is [CH3:17][O:6][C:5](=[O:7])[C:4]1[CH:8]=[CH:9][CH:10]=[C:2]([OH:1])[C:3]=1[CH3:11].